This data is from NCI-60 drug combinations with 297,098 pairs across 59 cell lines. The task is: Regression. Given two drug SMILES strings and cell line genomic features, predict the synergy score measuring deviation from expected non-interaction effect. (1) Drug 1: C1=CN(C=N1)CC(O)(P(=O)(O)O)P(=O)(O)O. Drug 2: CC1=C(C(=O)C2=C(C1=O)N3CC4C(C3(C2COC(=O)N)OC)N4)N. Cell line: SK-MEL-28. Synergy scores: CSS=21.0, Synergy_ZIP=-7.40, Synergy_Bliss=-6.04, Synergy_Loewe=-6.35, Synergy_HSA=-2.03. (2) Drug 1: CC1=CC2C(CCC3(C2CCC3(C(=O)C)OC(=O)C)C)C4(C1=CC(=O)CC4)C. Drug 2: CC1=C(C=C(C=C1)C(=O)NC2=CC(=CC(=C2)C(F)(F)F)N3C=C(N=C3)C)NC4=NC=CC(=N4)C5=CN=CC=C5. Cell line: DU-145. Synergy scores: CSS=-8.93, Synergy_ZIP=5.44, Synergy_Bliss=2.27, Synergy_Loewe=-5.99, Synergy_HSA=-4.92.